From a dataset of Forward reaction prediction with 1.9M reactions from USPTO patents (1976-2016). Predict the product of the given reaction. (1) Given the reactants Br[C:2]1[NH:22][C:5]2=[N:6][CH:7]=[C:8]([CH2:10][CH2:11][C:12]3[CH:17]=[C:16]([O:18][CH3:19])[CH:15]=[C:14]([O:20][CH3:21])[CH:13]=3)[N:9]=[C:4]2[CH:3]=1.CC1(C)C(C)(C)OB([C:31]2[CH:36]=[CH:35][N:34]=[C:33]([C:37]#[N:38])[CH:32]=2)O1, predict the reaction product. The product is: [CH3:21][O:20][C:14]1[CH:13]=[C:12]([CH:17]=[C:16]([O:18][CH3:19])[CH:15]=1)[CH2:11][CH2:10][C:8]1[N:9]=[C:4]2[CH:3]=[C:2]([C:31]3[CH:36]=[CH:35][N:34]=[C:33]([C:37]#[N:38])[CH:32]=3)[NH:22][C:5]2=[N:6][CH:7]=1. (2) Given the reactants [C:1]([C:5]1[CH:47]=[CH:46][C:8]2[N:9](COCC[Si](C)(C)C)[C:10]([CH2:12][CH2:13][CH2:14][CH2:15][S:16][CH2:17][C@@H:18]3[C@H:22]4[O:23]C(C)(C)[O:25][C@H:21]4[C@H:20]([N:28]4[CH:36]=[N:35][C:34]5[C:29]4=[N:30][CH:31]=[N:32][C:33]=5[NH2:37])[O:19]3)=[N:11][C:7]=2[CH:6]=1)([CH3:4])([CH3:3])[CH3:2].C(O)(C(F)(F)F)=[O:49], predict the reaction product. The product is: [NH2:37][C:33]1[N:32]=[CH:31][N:30]=[C:29]2[C:34]=1[N:35]=[CH:36][N:28]2[C@H:20]1[C@H:21]([OH:25])[C@H:22]([OH:23])[C@@H:18]([CH2:17][S:16]([CH2:15][CH2:14][CH2:13][CH2:12][C:10]2[NH:9][C:8]3[CH:46]=[CH:47][C:5]([C:1]([CH3:3])([CH3:4])[CH3:2])=[CH:6][C:7]=3[N:11]=2)=[O:49])[O:19]1. (3) Given the reactants [CH:1]1[C:10]2[CH2:9][CH2:8][CH2:7][CH2:6][C:5]=2[CH:4]=[CH:3][C:2]=1[O:11][CH2:12][CH2:13][O:14][C:15]1[CH:30]=[CH:29][C:18]([CH:19]=[C:20]([C:25]([O:27][CH3:28])=[O:26])[C:21]([O:23][CH3:24])=[O:22])=[CH:17][CH:16]=1.[H][H], predict the reaction product. The product is: [CH:1]1[C:10]2[CH2:9][CH2:8][CH2:7][CH2:6][C:5]=2[CH:4]=[CH:3][C:2]=1[O:11][CH2:12][CH2:13][O:14][C:15]1[CH:30]=[CH:29][C:18]([CH2:19][CH:20]([C:25]([O:27][CH3:28])=[O:26])[C:21]([O:23][CH3:24])=[O:22])=[CH:17][CH:16]=1. (4) Given the reactants [CH3:1][Mg+].[Br-].[F:4][C:5]1[CH:10]=[C:9]([N:11]2[CH:15]=[CH:14][CH:13]=[N:12]2)[CH:8]=[CH:7][C:6]=1[N:16]1[CH:21]=[C:20]([O:22][CH3:23])[C:19](=[O:24])[C:18]([C:25](N(OC)C)=[O:26])=[N:17]1, predict the reaction product. The product is: [C:25]([C:18]1[C:19](=[O:24])[C:20]([O:22][CH3:23])=[CH:21][N:16]([C:6]2[CH:7]=[CH:8][C:9]([N:11]3[CH:15]=[CH:14][CH:13]=[N:12]3)=[CH:10][C:5]=2[F:4])[N:17]=1)(=[O:26])[CH3:1]. (5) Given the reactants [Br:1][C:2]1[CH:3]=[CH:4][C:5]([C:8](Cl)=[N:9][OH:10])=[N:6][CH:7]=1.[CH3:12][N:13]1[CH2:18][CH2:17][C:16]([CH:20]=[CH2:21])([OH:19])[CH2:15][CH2:14]1.C(N(CC)CC)C, predict the reaction product. The product is: [Br:1][C:2]1[CH:3]=[CH:4][C:5]([C:8]2[CH2:21][CH:20]([C:16]3([OH:19])[CH2:17][CH2:18][N:13]([CH3:12])[CH2:14][CH2:15]3)[O:10][N:9]=2)=[N:6][CH:7]=1.